Dataset: Reaction yield outcomes from USPTO patents with 853,638 reactions. Task: Predict the reaction yield, written as a fraction of the theoretical maximum amount of product (1.0 means a 100% yield; for example, 0.34 means a 34% yield). (1) The reactants are [Cl:1][C:2]1[CH:8]=[C:7]([O:9][C:10]2[C:19]3[C:14](=[CH:15][C:16]([O:22][CH3:23])=[C:17]([O:20][CH3:21])[CH:18]=3)[N:13]=[CH:12][N:11]=2)[CH:6]=[CH:5][C:3]=1[NH2:4].ClC(Cl)(O[C:28](=[O:34])OC(Cl)(Cl)Cl)Cl.Cl.[CH2:37]([NH2:40])[CH:38]=[CH2:39].C(=O)([O-])O.[Na+]. The catalyst is C(Cl)(Cl)Cl.C(N(CC)CC)C. The product is [CH2:37]([NH:40][C:28]([NH:4][C:3]1[CH:5]=[CH:6][C:7]([O:9][C:10]2[C:19]3[C:14](=[CH:15][C:16]([O:22][CH3:23])=[C:17]([O:20][CH3:21])[CH:18]=3)[N:13]=[CH:12][N:11]=2)=[CH:8][C:2]=1[Cl:1])=[O:34])[CH:38]=[CH2:39]. The yield is 0.720. (2) The reactants are [Cl:1][C:2]1[C:3]([O:29][C:30]2[CH:35]=[CH:34][N:33]=[C:32](Cl)[CH:31]=2)=[CH:4][C:5]([F:28])=[C:6]([NH:8][C:9]([C:11]2[C:12](=[O:27])[N:13]([C:20]3[CH:25]=[CH:24][C:23]([F:26])=[CH:22][CH:21]=3)[CH:14]=[CH:15][C:16]=2[O:17][CH2:18][CH3:19])=[O:10])[CH:7]=1.[C:37]([NH2:40])(=[O:39])[CH3:38].C([O-])([O-])=O.[Cs+].[Cs+].CC1(C)C2C(=C(P(C3C=CC=CC=3)C3C=CC=CC=3)C=CC=2)OC2C(P(C3C=CC=CC=3)C3C=CC=CC=3)=CC=CC1=2. The catalyst is O1CCOCC1.[Cl-].[Na+].O.C1C=CC(/C=C/C(/C=C/C2C=CC=CC=2)=O)=CC=1.C1C=CC(/C=C/C(/C=C/C2C=CC=CC=2)=O)=CC=1.C1C=CC(/C=C/C(/C=C/C2C=CC=CC=2)=O)=CC=1.[Pd].[Pd]. The product is [C:37]([NH:40][C:32]1[CH:31]=[C:30]([O:29][C:3]2[C:2]([Cl:1])=[CH:7][C:6]([NH:8][C:9]([C:11]3[C:12](=[O:27])[N:13]([C:20]4[CH:21]=[CH:22][C:23]([F:26])=[CH:24][CH:25]=4)[CH:14]=[CH:15][C:16]=3[O:17][CH2:18][CH3:19])=[O:10])=[C:5]([F:28])[CH:4]=2)[CH:35]=[CH:34][N:33]=1)(=[O:39])[CH3:38]. The yield is 0.505.